This data is from Forward reaction prediction with 1.9M reactions from USPTO patents (1976-2016). The task is: Predict the product of the given reaction. (1) Given the reactants [F:1][C:2]([F:21])([F:20])[C:3]1[CH:4]=[C:5]([C:9]2[CH:10]=[C:11]3[C:16](=[CH:17][CH:18]=2)[C:15](=[O:19])[CH2:14][CH2:13][CH2:12]3)[CH:6]=[CH:7][CH:8]=1.[BH4-].[Na+], predict the reaction product. The product is: [F:1][C:2]([F:20])([F:21])[C:3]1[CH:4]=[C:5]([C:9]2[CH:10]=[C:11]3[C:16](=[CH:17][CH:18]=2)[CH:15]([OH:19])[CH2:14][CH2:13][CH2:12]3)[CH:6]=[CH:7][CH:8]=1. (2) Given the reactants [CH3:1][N:2]([CH3:6])[CH2:3][CH2:4][OH:5].[CH3:7][S:8]([Cl:11])(=[O:10])=[O:9], predict the reaction product. The product is: [ClH:11].[CH3:7][S:8]([O:5][CH2:4][CH2:3][N:2]([CH3:6])[CH3:1])(=[O:10])=[O:9]. (3) Given the reactants [F:1][C:2]([F:21])([F:20])[S:3](N(C1C=CC=CC=1)[S:3]([C:2]([F:21])([F:20])[F:1])(=[O:5])=[O:4])(=[O:5])=[O:4].[NH2:22][C:23]1[C:28]([C:29]2[O:30][C:31]3[C:32](=[C:34]([OH:38])[CH:35]=[CH:36][CH:37]=3)[N:33]=2)=[CH:27][CH:26]=[CH:25][N:24]=1.C(=O)([O-])[O-].[K+].[K+], predict the reaction product. The product is: [NH2:22][C:23]1[C:28]([C:29]2[O:30][C:31]3[CH:37]=[CH:36][CH:35]=[C:34]([O:38][S:3]([C:2]([F:21])([F:20])[F:1])(=[O:5])=[O:4])[C:32]=3[N:33]=2)=[CH:27][CH:26]=[CH:25][N:24]=1. (4) Given the reactants [NH:1]1[CH:5]([C:6]([O:8][CH:9]([CH3:11])[CH3:10])=[O:7])[CH2:4][CH2:3][C:2]1=[O:12].[C:13](Cl)(=[O:25])[CH2:14][CH2:15][CH2:16][CH2:17][CH2:18][CH2:19][CH2:20][CH2:21][CH2:22][CH2:23][CH3:24].C(N(CC)CC)C, predict the reaction product. The product is: [C:13]([N:1]1[CH:5]([C:6]([O:8][CH:9]([CH3:10])[CH3:11])=[O:7])[CH2:4][CH2:3][C:2]1=[O:12])(=[O:25])[CH2:14][CH2:15][CH2:16][CH2:17][CH2:18][CH2:19][CH2:20][CH2:21][CH2:22][CH2:23][CH3:24]. (5) Given the reactants [C:1]1([C:20]2[CH:25]=[CH:24][CH:23]=[CH:22][CH:21]=2)[CH:6]=[CH:5][C:4]([N:7]2[C:19]3[CH:18]=[CH:17][CH:16]=[CH:15][C:14]=3[C:13]3[C:8]2=[CH:9][CH:10]=[CH:11][CH:12]=3)=[CH:3][CH:2]=1.[I:26]N1C(=O)CCC1=O, predict the reaction product. The product is: [I:26][C:16]1[CH:17]=[CH:18][C:19]2[N:7]([C:4]3[CH:5]=[CH:6][C:1]([C:20]4[CH:21]=[CH:22][CH:23]=[CH:24][CH:25]=4)=[CH:2][CH:3]=3)[C:8]3[C:13]([C:14]=2[CH:15]=1)=[CH:12][CH:11]=[CH:10][CH:9]=3. (6) Given the reactants [O:1]1[CH2:6][CH2:5][N:4]([C:7]2[C:8]([NH2:13])=[N:9][CH:10]=[CH:11][N:12]=2)[CH2:3][CH2:2]1.Br[CH2:15][C:16](=O)[C:17]([O:19][CH2:20][CH3:21])=[O:18], predict the reaction product. The product is: [O:1]1[CH2:6][CH2:5][N:4]([C:7]2[C:8]3[N:9]([CH:15]=[C:16]([C:17]([O:19][CH2:20][CH3:21])=[O:18])[N:13]=3)[CH:10]=[CH:11][N:12]=2)[CH2:3][CH2:2]1. (7) The product is: [CH:26]([N:28]([CH:29]([CH3:31])[CH3:30])[C:13]1[C:14]2[N:15]=[C:7]([C:6]3[N:2]([CH3:1])[CH:3]=[N:4][C:5]=3[C:18]3[CH:19]=[CH:20][CH:21]=[CH:22][CH:23]=3)[S:8][C:9]=2[N:10]=[C:11]([CH:35]=[O:36])[N:12]=1)([CH3:27])[CH3:25]. Given the reactants [CH3:1][N:2]1[C:6]([C:7]2[S:8][C:9]3[N:10]=[CH:11][N:12]=[C:13](SC)[C:14]=3[N:15]=2)=[C:5]([C:18]2[CH:23]=[CH:22][CH:21]=[CH:20][CH:19]=2)[N:4]=[CH:3]1.[Li+].[CH3:25][CH:26]([N-:28][CH:29]([CH3:31])[CH3:30])[CH3:27].CN([CH:35]=[O:36])C.O, predict the reaction product. (8) Given the reactants [F:1][C:2]1[C:7]([F:8])=[C:6](F)[N:5]=[CH:4][N:3]=1.[CH2:10]([OH:15])[C:11]#[C:12][CH2:13][CH3:14].C(N(CC)CC)C, predict the reaction product. The product is: [F:1][C:2]1[C:7]([F:8])=[C:6]([O:15][CH2:10][C:11]#[C:12][CH2:13][CH3:14])[N:5]=[CH:4][N:3]=1. (9) Given the reactants Cl[C:2]1[CH:13]=[C:6]2[N:7]([CH3:12])[CH:8]([CH3:11])[CH2:9][CH2:10][N:5]2[C:4](=[O:14])[N:3]=1.[F:15][C:16]1[CH:17]=[C:18]([CH2:23][OH:24])[CH:19]=[CH:20][C:21]=1[F:22], predict the reaction product. The product is: [F:15][C:16]1[CH:17]=[C:18]([CH:19]=[CH:20][C:21]=1[F:22])[CH2:23][O:24][C:2]1[CH:13]=[C:6]2[N:7]([CH3:12])[CH:8]([CH3:11])[CH2:9][CH2:10][N:5]2[C:4](=[O:14])[N:3]=1. (10) Given the reactants [NH2:1][C:2]1[N:10]=[C:9]([C:11]([NH:13][CH2:14][CH:15]2[CH2:17][CH2:16]2)=[O:12])[N:8]=[C:7]2[C:3]=1[NH:4][C:5](=[O:25])[N:6]2[CH2:18][C:19]1[CH:24]=[CH:23][CH:22]=[CH:21][CH:20]=1.C(N(CC)CC)C.Cl[C:34]([O:36]CC)=[O:35].O, predict the reaction product. The product is: [CH2:11]([O:12][C:34](=[O:35])[OH:36])[CH3:9].[NH2:1][C:2]1[N:10]=[C:9]([C:11]([NH:13][CH2:14][CH:15]2[CH2:17][CH2:16]2)=[O:12])[N:8]=[C:7]2[C:3]=1[NH:4][C:5](=[O:25])[N:6]2[CH2:18][C:19]1[CH:20]=[CH:21][CH:22]=[CH:23][CH:24]=1.